From a dataset of Full USPTO retrosynthesis dataset with 1.9M reactions from patents (1976-2016). Predict the reactants needed to synthesize the given product. Given the product [Cl:1][C:2]1[CH:3]=[CH:4][C:5](=[O:8])[N:6]([CH3:9])[N:7]=1, predict the reactants needed to synthesize it. The reactants are: [Cl:1][C:2]1[CH:3]=[CH:4][C:5](=[O:8])[NH:6][N:7]=1.[C:9]([O-])([O-])=O.[Cs+].[Cs+].